From a dataset of Peptide-MHC class I binding affinity with 185,985 pairs from IEDB/IMGT. Regression. Given a peptide amino acid sequence and an MHC pseudo amino acid sequence, predict their binding affinity value. This is MHC class I binding data. (1) The peptide sequence is SEAAYAKKI. The MHC is HLA-B08:01 with pseudo-sequence HLA-B08:01. The binding affinity (normalized) is 0.0265. (2) The peptide sequence is SEGATPQDL. The MHC is Mamu-A11 with pseudo-sequence Mamu-A11. The binding affinity (normalized) is 0.103. (3) The peptide sequence is LPLPWTAGA. The MHC is HLA-B51:01 with pseudo-sequence HLA-B51:01. The binding affinity (normalized) is 0.265.